This data is from Full USPTO retrosynthesis dataset with 1.9M reactions from patents (1976-2016). The task is: Predict the reactants needed to synthesize the given product. (1) Given the product [CH:22]([NH:21][C:17]1[C:16]2[C:12]([C:8]3[CH:7]=[C:6]([C:3]4[CH:4]=[CH:5][N:1]([CH3:35])[N:2]=4)[CH:11]=[CH:10][N:9]=3)=[N:13][NH:14][C:15]=2[CH:20]=[CH:19][N:18]=1)([CH3:23])[CH3:24], predict the reactants needed to synthesize it. The reactants are: [NH:1]1[CH:5]=[CH:4][C:3]([C:6]2[CH:11]=[CH:10][N:9]=[C:8]([C:12]3[C:16]4[C:17]([NH:21][CH:22]([CH3:24])[CH3:23])=[N:18][CH:19]=[CH:20][C:15]=4[N:14](CC4C=CC(OC)=CC=4)[N:13]=3)[CH:7]=2)=[N:2]1.Cl[C:35]1C=CN=C(C2C3C(NC(C)C)=NC=CC=3N(CC3C=CC(OC)=CC=3)N=2)C=1.CC1(C)C(C)(C)OB(C2C=CNN=2)O1.C([O-])([O-])=O.[Na+].[Na+]. (2) Given the product [Cl:1][C:2]1[N:3]=[N:4][C:5]([Cl:10])=[C:6]2[O:13][CH2:12][CH2:11][O:14][C:7]=12, predict the reactants needed to synthesize it. The reactants are: [Cl:1][C:2]1[N:3]=[N:4][C:5]([Cl:10])=[C:6](Cl)[C:7]=1Cl.[CH2:11]([OH:14])[CH2:12][OH:13].[H-].[Na+]. (3) The reactants are: [F:1][C:2]1[CH:3]=[C:4]([N:8]2[CH:12]=[N:11][C:10]([C:13]([N:15]3[CH2:20][CH2:19][NH:18][C@@H:17]([CH3:21])[CH2:16]3)=[O:14])=[N:9]2)[CH:5]=[CH:6][CH:7]=1.[Br:22][C:23]1[CH:24]=[C:25]([C:29](O)=[O:30])[O:26][C:27]=1[Br:28].CN(C(ON1N=NC2C=CC=CC1=2)=[N+](C)C)C.[B-](F)(F)(F)F.CCN(C(C)C)C(C)C. Given the product [Br:22][C:23]1[CH:24]=[C:25]([C:29]([N:18]2[CH2:19][CH2:20][N:15]([C:13]([C:10]3[N:11]=[CH:12][N:8]([C:4]4[CH:5]=[CH:6][CH:7]=[C:2]([F:1])[CH:3]=4)[N:9]=3)=[O:14])[CH2:16][C@@H:17]2[CH3:21])=[O:30])[O:26][C:27]=1[Br:28], predict the reactants needed to synthesize it. (4) The reactants are: [Cl:1][C:2]1[CH:3]=[CH:4][C:5]2[O:9][C:8](/[C:10](/[C:17]3[CH:22]=[CH:21][CH:20]=[CH:19][CH:18]=3)=[CH:11]\[C:12]([O:14]CC)=[O:13])=[CH:7][C:6]=2[CH:23]=1.ClC1C=CC2OC(/C(/C3C=CC=CC=3)=C/C(OCC)=O)=CC=2C=1.ClC1C=CC2OC(/C(/C3C=CC=CC=3)=C\C(O)=O)=CC=2C=1. Given the product [Cl:1][C:2]1[CH:3]=[CH:4][C:5]2[O:9][C:8](/[C:10](/[C:17]3[CH:22]=[CH:21][CH:20]=[CH:19][CH:18]=3)=[CH:11]/[C:12]([OH:14])=[O:13])=[CH:7][C:6]=2[CH:23]=1, predict the reactants needed to synthesize it. (5) Given the product [F:2][C:3]1[C:4]([N+:10]([O-:12])=[O:11])=[C:5]([CH:6]=[CH:7][CH:8]=1)[NH2:1], predict the reactants needed to synthesize it. The reactants are: [NH3:1].[F:2][C:3]1[CH:8]=[CH:7][CH:6]=[C:5](F)[C:4]=1[N+:10]([O-:12])=[O:11].O. (6) Given the product [OH:1][CH2:2][CH2:3][NH:4][C:5]([C:7]1[CH:8]=[CH:9][CH:10]=[C:11]2[O:15][C:14]([NH:16][CH:17]3[CH2:22][CH2:21][N:20]([CH2:29][C:28]4[CH:31]=[CH:32][C:33]([O:34][CH3:35])=[C:26]([O:25][CH2:23][CH3:24])[CH:27]=4)[CH2:19][CH2:18]3)=[N:13][C:12]=12)=[O:6], predict the reactants needed to synthesize it. The reactants are: [OH:1][CH2:2][CH2:3][NH:4][C:5]([C:7]1[CH:8]=[CH:9][CH:10]=[C:11]2[O:15][C:14]([NH:16][CH:17]3[CH2:22][CH2:21][NH:20][CH2:19][CH2:18]3)=[N:13][C:12]=12)=[O:6].[CH2:23]([O:25][C:26]1[CH:27]=[C:28]([CH:31]=[CH:32][C:33]=1[O:34][CH3:35])[CH:29]=O)[CH3:24].C([BH3-])#N.[Na+].C(N(C(C)C)C(C)C)C. (7) Given the product [CH2:53]([O:27][C:26]([NH:25][CH2:29][CH2:30][CH2:31][C@@H:32]([C:33](=[O:34])[N:35]([CH2:36][CH2:37][OH:38])[CH2:39][CH2:40][NH:41][C:42](=[O:43])[O:44][CH2:45][C:46]1[CH:47]=[CH:48][CH:49]=[CH:50][CH:51]=1)[NH:52][C:14]([CH:10]1[CH2:11][CH2:12][CH2:13][N:8]([C:6]([O:5][C:1]([CH3:2])([CH3:3])[CH3:4])=[O:7])[CH2:9]1)=[O:16])=[O:28])[C:68]1[CH:67]=[CH:66][CH:65]=[CH:64][CH:69]=1, predict the reactants needed to synthesize it. The reactants are: [C:1]([O:5][C:6]([N:8]1[CH2:13][CH2:12][CH2:11][CH:10]([C:14]([OH:16])=O)[CH2:9]1)=[O:7])([CH3:4])([CH3:3])[CH3:2].Cl.C([N:25]([CH2:29][CH2:30][CH2:31][C@H:32]([NH2:52])[C:33]([N:35]([CH2:39][CH2:40][NH:41][C:42]([O:44][CH2:45][C:46]1[CH:51]=[CH:50][CH:49]=[CH:48][CH:47]=1)=[O:43])[CH2:36][CH2:37][OH:38])=[O:34])[C:26](=[O:28])[OH:27])C1C=CC=CC=1.[CH2:53](N(CC)CC)C.C(Cl)CCl.[CH:64]1[CH:65]=[CH:66][C:67]2N(O)N=N[C:68]=2[CH:69]=1. (8) Given the product [N:31]1([CH:37]2[CH2:42][CH2:41][N:40]([CH2:2][C:3]3[C:4]([C:21]4[CH:26]=[CH:25][CH:24]=[C:23]([C:27]([F:30])([F:29])[F:28])[CH:22]=4)=[N:5][C:6]4[C:11]([C:12]=3[C:13]([O:15][CH3:16])=[O:14])=[CH:10][CH:9]=[C:8]([S:17]([CH3:20])(=[O:19])=[O:18])[CH:7]=4)[CH2:39][CH2:38]2)[CH2:36][CH2:35][CH2:34][CH2:33][CH2:32]1, predict the reactants needed to synthesize it. The reactants are: Br[CH2:2][C:3]1[C:4]([C:21]2[CH:26]=[CH:25][CH:24]=[C:23]([C:27]([F:30])([F:29])[F:28])[CH:22]=2)=[N:5][C:6]2[C:11]([C:12]=1[C:13]([O:15][CH3:16])=[O:14])=[CH:10][CH:9]=[C:8]([S:17]([CH3:20])(=[O:19])=[O:18])[CH:7]=2.[N:31]1([CH:37]2[CH2:42][CH2:41][NH:40][CH2:39][CH2:38]2)[CH2:36][CH2:35][CH2:34][CH2:33][CH2:32]1. (9) Given the product [Br:2][C:3]1[CH:4]=[CH:5][C:6]([O:7][CH2:8][CH:9]2[CH2:10][CH2:11][N:12]([CH2:21][CH:19]([OH:20])[CH2:17][CH3:18])[CH2:13][CH2:14]2)=[CH:15][CH:16]=1, predict the reactants needed to synthesize it. The reactants are: Cl.[Br:2][C:3]1[CH:16]=[CH:15][C:6]([O:7][CH2:8][CH:9]2[CH2:14][CH2:13][NH:12][CH2:11][CH2:10]2)=[CH:5][CH:4]=1.[CH2:17]([CH:19]1[CH2:21][O:20]1)[CH3:18].C([O-])([O-])=O.[K+].[K+].O.